From a dataset of Full USPTO retrosynthesis dataset with 1.9M reactions from patents (1976-2016). Predict the reactants needed to synthesize the given product. (1) Given the product [F:18][C:19]1[C:24]([O:25][CH3:26])=[CH:23][CH:22]=[CH:21][C:20]=1[C:2]1[S:6][C:5]([C:7]([NH:9][C:10]2[CH:15]=[CH:14][CH:13]=[C:12]([O:16][CH3:17])[CH:11]=2)=[O:8])=[CH:4][CH:3]=1, predict the reactants needed to synthesize it. The reactants are: Br[C:2]1[S:6][C:5]([C:7]([NH:9][C:10]2[CH:15]=[CH:14][CH:13]=[C:12]([O:16][CH3:17])[CH:11]=2)=[O:8])=[CH:4][CH:3]=1.[F:18][C:19]1[C:24]([O:25][CH3:26])=[CH:23][CH:22]=[CH:21][C:20]=1B(O)O. (2) Given the product [N+:23]([C:20]1[CH:21]=[C:22]2[C:14]([CH2:13][OH:12])=[N:15][NH:16][C:17]2=[N:18][CH:19]=1)([O-:25])=[O:24], predict the reactants needed to synthesize it. The reactants are: B(Br)(Br)Br.C([O:12][CH2:13][C:14]1[C:22]2[C:17](=[N:18][CH:19]=[C:20]([N+:23]([O-:25])=[O:24])[CH:21]=2)[NH:16][N:15]=1)C1C=CC=CC=1.C([O-])(O)=O.[Na+].C(OCC)(=O)C. (3) Given the product [I:1][C:2]1[CH:3]=[CH:4][C:5]([C:6]([N:35]2[CH2:32][CH2:33][CH2:34][CH2:29][CH2:30]2)=[O:8])=[CH:9][CH:10]=1, predict the reactants needed to synthesize it. The reactants are: [I:1][C:2]1[CH:10]=[CH:9][C:5]([C:6]([OH:8])=O)=[CH:4][CH:3]=1.C(N(C(C)C)CC)(C)C.CN(C(ON1N=[N:35][C:30]2C=[CH:32][CH:33]=[CH:34][C:29]1=2)=[N+](C)C)C.[B-](F)(F)(F)F.N1CCCCC1. (4) Given the product [NH2:14][C:9]1[CH:10]=[CH:11][CH:12]=[C:13]2[C:8]=1[C:7](=[O:17])[C:6]1([NH:18][C:19](=[O:27])[C:20]3[CH:25]=[C:24]([CH3:26])[CH:23]=[CH:22][N:21]=3)[C:5]3[CH:28]=[CH:29][C:30]([CH:32]([CH3:34])[CH3:33])=[CH:31][C:4]=3[O:3][C:2]12[OH:1], predict the reactants needed to synthesize it. The reactants are: [OH:1][C:2]12[C:13]3[C:8](=[C:9]([N+:14]([O-])=O)[CH:10]=[CH:11][CH:12]=3)[C:7](=[O:17])[C:6]1([NH:18][C:19](=[O:27])[C:20]1[CH:25]=[C:24]([CH3:26])[CH:23]=[CH:22][N:21]=1)[C:5]1[CH:28]=[CH:29][C:30]([CH:32]([CH3:34])[CH3:33])=[CH:31][C:4]=1[O:3]2.C(O)C. (5) Given the product [F:39][C:2]([F:38])([F:1])[C:3]1[CH:4]=[C:5]([CH:31]=[C:32]([C:34]([F:37])([F:36])[F:35])[CH:33]=1)[CH2:6][N:7]([CH2:14][C:15]1[CH:20]=[C:19]([NH:21][S:48]([CH3:47])(=[O:50])=[O:49])[CH:18]=[N:17][C:16]=1[N:22]([CH2:25][CH:26]1[CH2:30][CH2:29][CH2:28][CH2:27]1)[CH2:23][CH3:24])[C:8]1[N:9]=[N:10][N:11]([CH3:13])[N:12]=1, predict the reactants needed to synthesize it. The reactants are: [F:1][C:2]([F:39])([F:38])[C:3]1[CH:4]=[C:5]([CH:31]=[C:32]([C:34]([F:37])([F:36])[F:35])[CH:33]=1)[CH2:6][N:7]([CH2:14][C:15]1[C:16]([N:22]([CH2:25][CH:26]2[CH2:30][CH2:29][CH2:28][CH2:27]2)[CH2:23][CH3:24])=[N:17][CH:18]=[C:19]([NH2:21])[CH:20]=1)[C:8]1[N:9]=[N:10][N:11]([CH3:13])[N:12]=1.CCN(CC)CC.[CH3:47][S:48](Cl)(=[O:50])=[O:49].O. (6) The reactants are: [OH:1][C:2]1[CH:7]=[CH:6][C:5]([Cl:8])=[CH:4][C:3]=1[S:9]([N:12]1[CH2:16][CH2:15][CH2:14][CH2:13]1)(=[O:11])=[O:10].[OH2:17].Cl[C:19](Cl)(Cl)[C:20]([CH3:23])(O)[CH3:21].[OH-:26].[Na+]. Given the product [Cl:8][C:5]1[CH:6]=[CH:7][C:2]([O:1][C:20]([CH3:23])([CH3:21])[C:19]([OH:26])=[O:17])=[C:3]([S:9]([N:12]2[CH2:13][CH2:14][CH2:15][CH2:16]2)(=[O:11])=[O:10])[CH:4]=1, predict the reactants needed to synthesize it.